This data is from Full USPTO retrosynthesis dataset with 1.9M reactions from patents (1976-2016). The task is: Predict the reactants needed to synthesize the given product. (1) Given the product [CH3:7][C:4]1[C:3]([CH3:8])=[C:2]([NH:1][C:16](=[O:17])[O:18][CH2:19][C:20]([Cl:23])([Cl:22])[Cl:21])[O:6][N:5]=1, predict the reactants needed to synthesize it. The reactants are: [NH2:1][C:2]1[O:6][N:5]=[C:4]([CH3:7])[C:3]=1[CH3:8].N1C=CC=CC=1.Cl[C:16]([O:18][CH2:19][C:20]([Cl:23])([Cl:22])[Cl:21])=[O:17].O. (2) Given the product [Cl:39][C:35]1[C:34]([F:40])=[C:33]([CH:38]=[CH:37][CH:36]=1)[CH2:32][NH:31][C:30]([C@@H:29]1[CH2:28][C@@H:27]2[C@@H:25]([CH2:26]2)[N:24]1[C:22](=[O:23])[CH2:21][C:6]1[C:7]2[C:12](=[CH:11][CH:10]=[C:9]([O:13][CH2:14][CH2:15][N:43]([CH3:44])[CH3:42])[CH:8]=2)[N:4]([C:1]([NH2:2])=[O:3])[CH:5]=1)=[O:41], predict the reactants needed to synthesize it. The reactants are: [C:1]([N:4]1[C:12]2[C:7](=[CH:8][C:9]([O:13][CH2:14][CH2:15]OS(C)(=O)=O)=[CH:10][CH:11]=2)[C:6]([CH2:21][C:22]([N:24]2[C@H:29]([C:30](=[O:41])[NH:31][CH2:32][C:33]3[CH:38]=[CH:37][CH:36]=[C:35]([Cl:39])[C:34]=3[F:40])[CH2:28][C@@H:27]3[C@H:25]2[CH2:26]3)=[O:23])=[CH:5]1)(=[O:3])[NH2:2].[CH3:42][NH:43][CH3:44]. (3) Given the product [F:8][C:6]1[CH:5]=[C:4]([CH2:9][C:10]([NH:12][C@H:13]([C:15]([NH:18][N:19]2[C:25](=[O:26])[CH:24]([CH2:27][C:28]3[CH:29]=[CH:30][CH:31]=[CH:32][CH:33]=3)[C:23]3[CH:34]=[CH:35][CH:36]=[CH:37][C:22]=3[CH2:21][CH2:20]2)=[O:17])[CH3:14])=[O:11])[CH:3]=[C:2]([F:1])[CH:7]=1, predict the reactants needed to synthesize it. The reactants are: [F:1][C:2]1[CH:3]=[C:4]([CH2:9][C:10]([NH:12][C@H:13]([C:15]([OH:17])=O)[CH3:14])=[O:11])[CH:5]=[C:6]([F:8])[CH:7]=1.[NH2:18][N:19]1[C:25](=[O:26])[CH:24]([CH2:27][C:28]2[CH:33]=[CH:32][CH:31]=[CH:30][CH:29]=2)[C:23]2[CH:34]=[CH:35][CH:36]=[CH:37][C:22]=2[CH2:21][CH2:20]1. (4) The reactants are: Br[C:2]1[CH:8]=[CH:7][C:5]([NH2:6])=[C:4]([F:9])[CH:3]=1.[F:10][C:11]([F:23])([F:22])[O:12][C:13]1[CH:14]=[C:15](B(O)O)[CH:16]=[CH:17][CH:18]=1. Given the product [F:9][C:4]1[CH:3]=[C:2]([C:15]2[CH:16]=[CH:17][CH:18]=[C:13]([O:12][C:11]([F:10])([F:22])[F:23])[CH:14]=2)[CH:8]=[CH:7][C:5]=1[NH2:6], predict the reactants needed to synthesize it. (5) Given the product [Cl:1][C:2]1[CH:3]=[C:4]([CH:16]=[CH:17][C:18]=1[Cl:19])[CH2:5][C:6]1[O:10][N:9]=[C:8]([C:11]([OH:13])=[O:12])[CH:7]=1, predict the reactants needed to synthesize it. The reactants are: [Cl:1][C:2]1[CH:3]=[C:4]([CH:16]=[CH:17][C:18]=1[Cl:19])[CH2:5][C:6]1[O:10][N:9]=[C:8]([C:11]([O:13]CC)=[O:12])[CH:7]=1.C(O)C.[OH-].[Na+]. (6) Given the product [CH2:15]([C:16]1[CH:17]=[C:18]([CH2:19][CH3:20])[N:7]2[N:6]=[C:4]([OH:5])[C:3]([C:8]3[CH:13]=[CH:12][CH:11]=[CH:10][CH:9]=3)=[C:1]2[N:2]=1)[CH3:14], predict the reactants needed to synthesize it. The reactants are: [C:1]([CH:3]([C:8]1[CH:13]=[CH:12][CH:11]=[CH:10][CH:9]=1)[C:4]([NH:6][NH2:7])=[O:5])#[N:2].[CH3:14][CH2:15][C:16](=O)[CH2:17][C:18](=O)[CH2:19][CH3:20].